Dataset: Reaction yield outcomes from USPTO patents with 853,638 reactions. Task: Predict the reaction yield, written as a fraction of the theoretical maximum amount of product (1.0 means a 100% yield; for example, 0.34 means a 34% yield). (1) The yield is 0.520. The catalyst is C(Cl)Cl. The product is [CH3:1][CH:2]1[CH:6]([C:7]2[N:11]3[C:12]4[CH:18]=[CH:17][N:16]([CH2:19][O:20][CH2:21][CH2:22][Si:23]([CH3:26])([CH3:25])[CH3:24])[C:13]=4[N:14]=[CH:15][C:10]3=[N:9][CH:8]=2)[CH2:5][CH:4]([NH:27][S:40]([CH:37]2[CH2:39][CH2:38]2)(=[O:42])=[O:41])[CH2:3]1. The reactants are [CH3:1][CH:2]1[CH:6]([C:7]2[N:11]3[C:12]4[CH:18]=[CH:17][N:16]([CH2:19][O:20][CH2:21][CH2:22][Si:23]([CH3:26])([CH3:25])[CH3:24])[C:13]=4[N:14]=[CH:15][C:10]3=[N:9][CH:8]=2)[CH2:5][CH:4]([NH2:27])[CH2:3]1.CCN(C(C)C)C(C)C.[CH:37]1([S:40](Cl)(=[O:42])=[O:41])[CH2:39][CH2:38]1.CO. (2) The reactants are C([NH:8][C:9]1[C:10]([CH3:30])=[C:11]([CH3:29])[C:12]2[O:16][C@@H:15]([CH3:17])[C@@H:14]([C:18]3[CH:23]=[CH:22][C:21]([CH:24]([CH3:26])[CH3:25])=[CH:20][CH:19]=3)[C:13]=2[C:27]=1[CH3:28])C1C=CC=CC=1. The catalyst is CCCCCC. The product is [CH:24]([C:21]1[CH:22]=[CH:23][C:18]([C@H:14]2[C:13]3[C:27]([CH3:28])=[C:9]([NH2:8])[C:10]([CH3:30])=[C:11]([CH3:29])[C:12]=3[O:16][C@H:15]2[CH3:17])=[CH:19][CH:20]=1)([CH3:26])[CH3:25]. The yield is 0.830. (3) The reactants are [CH3:1][S:2]([C:5]1[CH:6]=[CH:7][C:8](=[O:11])[NH:9][CH:10]=1)(=[O:4])=[O:3].C([O-])(=O)C.[Na+].[Br:17]Br. The catalyst is C(O)(=O)C. The product is [Br:17][C:7]1[C:8](=[O:11])[NH:9][CH:10]=[C:5]([S:2]([CH3:1])(=[O:4])=[O:3])[CH:6]=1. The yield is 0.660. (4) The reactants are [OH:1][C:2]([C:5]1[CH:17]=[C:16]2[C:8]([C:9]3[C:10](B4OC(C)(C)C(C)(C)O4)=[CH:11][CH:12]=[C:13]([C:18]([NH2:20])=[O:19])[C:14]=3[NH:15]2)=[CH:7][CH:6]=1)([CH3:4])[CH3:3].Br[C:31]1[C:32]([CH3:52])=[C:33]([N:37]2[C:46](=[O:47])[C:45]3[C:40](=[C:41]([O:48][CH3:49])[CH:42]=[CH:43][CH:44]=3)[N:39]([CH3:50])[C:38]2=[O:51])[CH:34]=[CH:35][CH:36]=1.C([O-])([O-])=O.[Cs+].[Cs+]. The catalyst is C1COCC1.O.C1C=CC(P(C2C=CC=CC=2)[C-]2C=CC=C2)=CC=1.C1C=CC(P(C2C=CC=CC=2)[C-]2C=CC=C2)=CC=1.Cl[Pd]Cl.[Fe+2].C(Cl)Cl. The product is [OH:1][C:2]([C:5]1[CH:17]=[C:16]2[C:8]([C:9]3[C:10]([C:31]4[CH:36]=[CH:35][CH:34]=[C:33]([N:37]5[C:46](=[O:47])[C:45]6[C:40](=[C:41]([O:48][CH3:49])[CH:42]=[CH:43][CH:44]=6)[N:39]([CH3:50])[C:38]5=[O:51])[C:32]=4[CH3:52])=[CH:11][CH:12]=[C:13]([C:18]([NH2:20])=[O:19])[C:14]=3[NH:15]2)=[CH:7][CH:6]=1)([CH3:4])[CH3:3]. The yield is 0.850.